This data is from Catalyst prediction with 721,799 reactions and 888 catalyst types from USPTO. The task is: Predict which catalyst facilitates the given reaction. Reactant: [Br:1][C:2]1[CH:3]=[C:4]2[C:9](=[CH:10][CH:11]=1)[N:8]=[C:7]([C:12]1[CH:17]=[CH:16][CH:15]=[C:14]([F:18])[CH:13]=1)[CH:6]=[C:5]2Cl.[CH3:20][NH:21][CH3:22].O. Product: [Br:1][C:2]1[CH:3]=[C:4]2[C:9](=[CH:10][CH:11]=1)[N:8]=[C:7]([C:12]1[CH:17]=[CH:16][CH:15]=[C:14]([F:18])[CH:13]=1)[CH:6]=[C:5]2[N:21]([CH3:22])[CH3:20]. The catalyst class is: 60.